Dataset: Forward reaction prediction with 1.9M reactions from USPTO patents (1976-2016). Task: Predict the product of the given reaction. Given the reactants [Cl:1][C:2]1[CH:10]=[CH:9][CH:8]=[C:7]2[C:3]=1[CH:4]=[CH:5][NH:6]2.Br[CH:12]1[CH2:15][O:14][CH2:13]1.[OH-].[K+].O, predict the reaction product. The product is: [Cl:1][C:2]1[CH:10]=[CH:9][CH:8]=[C:7]2[C:3]=1[CH:4]=[CH:5][N:6]2[CH:12]1[CH2:15][O:14][CH2:13]1.